Dataset: Reaction yield outcomes from USPTO patents with 853,638 reactions. Task: Predict the reaction yield, written as a fraction of the theoretical maximum amount of product (1.0 means a 100% yield; for example, 0.34 means a 34% yield). (1) The reactants are [CH3:1][O:2][C:3](=[O:12])[C:4]1[CH:9]=[CH:8][C:7]([CH3:10])=[CH:6][C:5]=1[OH:11].[C:13]1(P(C2C=CC=CC=2)C2C=CC=CC=2)[CH:18]=CC=C[CH:14]=1.C(O)(C)C.CC(OC(/N=N/C(OC(C)C)=O)=O)C. The catalyst is C1COCC1. The product is [CH3:1][O:2][C:3](=[O:12])[C:4]1[CH:9]=[CH:8][C:7]([CH3:10])=[CH:6][C:5]=1[O:11][CH:13]([CH3:18])[CH3:14]. The yield is 0.960. (2) The reactants are [CH3:1][N:2]1[C:6](B2OC(C)(C)C(C)(C)O2)=[C:5]([Cl:16])[CH:4]=[N:3]1.Br[C:18]1[CH:19]=[C:20]2[C:24](=[CH:25][CH:26]=1)[C:23](=[O:27])[N:22]([C@@H:28]([C:38]1[CH:43]=[CH:42][CH:41]=[CH:40][CH:39]=1)[CH2:29][NH:30]C(=O)OC(C)(C)C)[CH2:21]2.C(N(CC)C(C)C)(C)C. The catalyst is O1CCOCC1.O.CC(C)([P](C(C)(C)C)([Pd][P](C(C)(C)C)(C(C)(C)C)C(C)(C)C)C(C)(C)C)C. The product is [NH2:30][CH2:29][C@H:28]([N:22]1[CH2:21][C:20]2[C:24](=[CH:25][CH:26]=[C:18]([C:6]3[N:2]([CH3:1])[N:3]=[CH:4][C:5]=3[Cl:16])[CH:19]=2)[C:23]1=[O:27])[C:38]1[CH:39]=[CH:40][CH:41]=[CH:42][CH:43]=1. The yield is 0.250. (3) The reactants are C[O:2][C:3](=O)[C@@H:4]1[CH2:8][C:7](=[CH2:9])[CH2:6][N:5]1[C:10](=[O:29])[C:11]1[CH:16]=[C:15]([O:17][CH3:18])[C:14]([O:19][CH2:20][CH2:21][CH2:22][CH2:23][CH2:24][Br:25])=[CH:13][C:12]=1[N+:26]([O-:28])=[O:27].CC(C[AlH]CC(C)C)C.Cl. The catalyst is C1(C)C=CC=CC=1.C(Cl)Cl.C1(C)C=CC=CC=1.CO. The product is [Br:25][CH2:24][CH2:23][CH2:22][CH2:21][CH2:20][O:19][C:14]1[C:15]([O:17][CH3:18])=[CH:16][C:11]([C:10]([N:5]2[CH2:6][C:7](=[CH2:9])[CH2:8][C@H:4]2[CH:3]=[O:2])=[O:29])=[C:12]([N+:26]([O-:28])=[O:27])[CH:13]=1. The yield is 0.800. (4) The reactants are [Si]([O:8][CH2:9][C:10]1([CH3:35])[S:16][CH2:15][CH2:14][N:13]2[C:17]([C:20]3([C:23]4[CH:28]=[CH:27][C:26]([C:29]5[C:30]([CH3:34])=[N:31][NH:32][CH:33]=5)=[CH:25][CH:24]=4)[CH2:22][CH2:21]3)=[N:18][N:19]=[C:12]2[CH2:11]1)(C(C)(C)C)(C)C.Cl. The catalyst is CO. The product is [CH3:35][C:10]1([CH2:9][OH:8])[S:16][CH2:15][CH2:14][N:13]2[C:17]([C:20]3([C:23]4[CH:24]=[CH:25][C:26]([C:29]5[C:30]([CH3:34])=[N:31][NH:32][CH:33]=5)=[CH:27][CH:28]=4)[CH2:22][CH2:21]3)=[N:18][N:19]=[C:12]2[CH2:11]1. The yield is 0.680. (5) The reactants are Cl.[Cl:2][C:3]1[C:11]2[C:6](=[N:7][CH:8]=[CH:9][CH:10]=2)[N:5]([C:12]2[CH:17]=[CH:16][CH:15]=[C:14]([F:18])[CH:13]=2)[C:4]=1[CH:19]([NH:21]C(=O)OC(C)(C)C)[CH3:20]. The catalyst is O1CCOCC1. The product is [Cl:2][C:3]1[C:11]2[C:6](=[N:7][CH:8]=[CH:9][CH:10]=2)[N:5]([C:12]2[CH:17]=[CH:16][CH:15]=[C:14]([F:18])[CH:13]=2)[C:4]=1[CH:19]([NH2:21])[CH3:20]. The yield is 0.400. (6) The reactants are [CH2:1]([O:3][C:4]([C:6]1[S:10][C:9]([CH3:11])=[N:8][CH:7]=1)=[O:5])[CH3:2].C(OC(=O)C)(=O)C.C(O)(=O)C.[CH3:23][C:24]1[O:28][N:27]=[C:26]([C:29]2[CH:34]=[CH:33][CH:32]=[CH:31][CH:30]=2)[C:25]=1[CH:35]=O. The catalyst is O. The product is [CH2:1]([O:3][C:4]([C:6]1[S:10][C:9](/[CH:11]=[CH:35]/[C:25]2[C:26]([C:29]3[CH:34]=[CH:33][CH:32]=[CH:31][CH:30]=3)=[N:27][O:28][C:24]=2[CH3:23])=[N:8][CH:7]=1)=[O:5])[CH3:2]. The yield is 0.190. (7) The yield is 0.440. The reactants are [N:1]1[CH:6]=[CH:5][CH:4]=[C:3]([NH:7][C:8](=[O:15])OCC(Cl)(Cl)Cl)[N:2]=1.Cl.Cl.[F:18][C:19]1[CH:24]=[CH:23][C:22]([F:25])=[CH:21][C:20]=1[C:26]1[CH:31]=[CH:30][N:29]=[C:28]([N:32]2[CH2:37][CH2:36][NH:35][CH2:34][CH2:33]2)[N:27]=1. The catalyst is O1CCCC1.CCCCCC. The product is [F:18][C:19]1[CH:24]=[CH:23][C:22]([F:25])=[CH:21][C:20]=1[C:26]1[CH:31]=[CH:30][N:29]=[C:28]([N:32]2[CH2:37][CH2:36][N:35]([C:8]([NH:7][C:3]3[N:2]=[N:1][CH:6]=[CH:5][CH:4]=3)=[O:15])[CH2:34][CH2:33]2)[N:27]=1.